The task is: Predict which catalyst facilitates the given reaction.. This data is from Catalyst prediction with 721,799 reactions and 888 catalyst types from USPTO. (1) Reactant: [OH:1][C:2]1[CH:10]=[CH:9][C:5]([C:6](Cl)=[O:7])=[CH:4][N:3]=1.Cl.[CH3:12][NH:13][O:14][CH3:15].C(O)C.N1C=CC=CC=1. Product: [OH:1][C:2]1[CH:10]=[CH:9][C:5]([C:6]([N:13]([O:14][CH3:15])[CH3:12])=[O:7])=[CH:4][N:3]=1. The catalyst class is: 170. (2) Reactant: [CH3:1][CH:2]([CH3:30])[C:3]([NH:5][CH:6]1[CH2:11][CH2:10][C:9]([C:12]2[CH:17]=[CH:16][C:15]([NH:18][C:19]([N:21]3[CH2:29][C:28]4[CH:27]=[CH:26][N:25]=[CH:24][C:23]=4[CH2:22]3)=[O:20])=[CH:14][CH:13]=2)=[CH:8][CH2:7]1)=[O:4]. Product: [CH3:1][CH:2]([CH3:30])[C:3]([NH:5][C@@H:6]1[CH2:11][CH2:10][C:9]([C:12]2[CH:13]=[CH:14][C:15]([NH:18][C:19]([N:21]3[CH2:29][C:28]4[CH:27]=[CH:26][N:25]=[CH:24][C:23]=4[CH2:22]3)=[O:20])=[CH:16][CH:17]=2)=[CH:8][CH2:7]1)=[O:4]. The catalyst class is: 5. (3) Product: [N:10]1[CH:9]=[CH:8][N:5]2[CH:6]=[CH:7][C:2]([C:19]3[CH:20]=[C:15]([CH:16]=[CH:17][CH:18]=3)[C:13]([NH:12][CH3:11])=[O:14])=[CH:3][C:4]=12. The catalyst class is: 628. Reactant: Br[C:2]1[CH:7]=[CH:6][N:5]2[CH:8]=[CH:9][N:10]=[C:4]2[CH:3]=1.[CH3:11][NH:12][C:13]([C:15]1[CH:16]=[C:17](B(O)O)[CH:18]=[CH:19][CH:20]=1)=[O:14].O.C([O-])([O-])=O.[Na+].[Na+]. (4) Reactant: [NH:1](C(OCC1C2C(=CC=CC=2)C2C1=CC=CC=2)=O)[C@H:2]([C:8]([OH:10])=[O:9])[CH2:3][CH2:4][CH2:5][CH2:6][NH2:7].N1CCCCC1.[CH3:34][C:35]1([CH3:80])[C:47](/[CH:48]=[CH:49]/[CH:50]=[CH:51]/[CH:52]=[CH:53]/[CH:54]=[C:55]2\[C:56]([CH3:74])([CH3:73])[C:57]3[C:58]4[CH:59]=[CH:60][CH:61]=[CH:62][C:63]=4[CH:64]=[CH:65][C:66]=3[N:67]\2[CH2:68][CH2:69][C:70]([OH:72])=[O:71])=[N+:46]([CH2:75][CH2:76][C:77]([OH:79])=[O:78])[C:45]2[CH:44]=[CH:43][C:42]3[CH:41]=[CH:40][CH:39]=[CH:38][C:37]=3[C:36]1=2.[Br-:81].C1C=CC2N(O)N=NC=2C=1.CC(C)N=C=NC(C)C. Product: [CH3:34][C:35]1([CH3:80])[C:47](/[CH:48]=[CH:49]/[CH:50]=[CH:51]/[CH:52]=[CH:53]/[CH:54]=[C:55]2\[C:56]([CH3:73])([CH3:74])[C:57]3[C:58]4[CH:59]=[CH:60][CH:61]=[CH:62][C:63]=4[CH:64]=[CH:65][C:66]=3[N:67]\2[CH2:68][CH2:69][C:70]([OH:72])=[O:71])=[N+:46]([CH2:75][CH2:76][C:77]([OH:79])=[O:78])[C:45]2[CH:44]=[CH:43][C:42]3[CH:41]=[CH:40][CH:39]=[CH:38][C:37]=3[C:36]1=2.[Br-:81].[NH2:1][C@H:2]([C:8]([OH:10])=[O:9])[CH2:3][CH2:4][CH2:5][CH2:6][NH2:7]. The catalyst class is: 3. (5) Reactant: [Cl:1][C:2]1[CH:18]=[C:17]([F:19])[C:16]([F:20])=[CH:15][C:3]=1[C:4]([NH:6][C:7]1[NH:11][N:10]=[C:9]([C:12]([OH:14])=O)[CH:8]=1)=[O:5].[CH3:21][NH:22][CH2:23][C:24]1[CH:29]=[CH:28][CH:27]=[CH:26][CH:25]=1.O.ON1C2C=CC=CC=2N=N1.CCN=C=NCCCN(C)C.Cl.C(=O)([O-])[O-].[Na+].[Na+]. Product: [CH2:23]([N:22]([CH3:21])[C:12]([C:9]1[CH:8]=[C:7]([NH:6][C:4](=[O:5])[C:3]2[CH:15]=[C:16]([F:20])[C:17]([F:19])=[CH:18][C:2]=2[Cl:1])[NH:11][N:10]=1)=[O:14])[C:24]1[CH:29]=[CH:28][CH:27]=[CH:26][CH:25]=1. The catalyst class is: 35. (6) Reactant: Br[C:2]1[C:11]2[O:10][C@@H:9]([CH3:12])[CH2:8][N:7]([C:13]([O:15][C:16]([CH3:19])([CH3:18])[CH3:17])=[O:14])[CH2:6][C:5]=2[S:4][CH:3]=1.[F:20][C:21]1[CH:22]=[C:23](B(O)O)[CH:24]=[CH:25][CH:26]=1.C(=O)([O-])[O-].[K+].[K+].O. Product: [F:20][C:21]1[CH:26]=[C:25]([C:2]2[C:11]3[O:10][C@@H:9]([CH3:12])[CH2:8][N:7]([C:13]([O:15][C:16]([CH3:19])([CH3:18])[CH3:17])=[O:14])[CH2:6][C:5]=3[S:4][CH:3]=2)[CH:24]=[CH:23][CH:22]=1. The catalyst class is: 600. (7) Reactant: C(Cl)(=O)C(Cl)=O.CS(C)=O.[C:11]([Si:15]([CH3:29])([CH3:28])[O:16][CH2:17][CH2:18][O:19][CH2:20][CH2:21][C:22]([CH3:27])([CH3:26])[CH2:23][CH2:24][OH:25])([CH3:14])([CH3:13])[CH3:12].C(N(CC)CC)C. Product: [C:11]([Si:15]([CH3:29])([CH3:28])[O:16][CH2:17][CH2:18][O:19][CH2:20][CH2:21][C:22]([CH3:27])([CH3:26])[CH2:23][CH:24]=[O:25])([CH3:14])([CH3:13])[CH3:12]. The catalyst class is: 46. (8) The catalyst class is: 1. Product: [Cl:13][C:10]1[CH:9]=[CH:8][C:7]([CH:5]2[C:4](=[O:14])[C:3]([O:15][S:26]([CH2:23][CH2:24][CH3:25])(=[O:28])=[O:27])=[C:2]([NH2:1])[O:6]2)=[CH:12][CH:11]=1. Reactant: [NH2:1][C:2]1[O:6][CH:5]([C:7]2[CH:12]=[CH:11][C:10]([Cl:13])=[CH:9][CH:8]=2)[C:4](=[O:14])[C:3]=1[OH:15].C(N(CC)CC)C.[CH2:23]([S:26](Cl)(=[O:28])=[O:27])[CH2:24][CH3:25].[Cl-].[NH4+].